Dataset: Reaction yield outcomes from USPTO patents with 853,638 reactions. Task: Predict the reaction yield, written as a fraction of the theoretical maximum amount of product (1.0 means a 100% yield; for example, 0.34 means a 34% yield). (1) The reactants are Cl.Cl.[NH2:3][C:4]1[CH:5]=[CH:6][C:7]([N:11]2[CH2:16][CH2:15][CH2:14][C@@H:13]([C:17]([N:19]3[CH2:23][CH2:22][CH2:21][CH2:20]3)=[O:18])[CH2:12]2)=[N:8][C:9]=1[NH2:10].C(O)(=O)C.[Cl:28][C:29]1[CH:30]=[N:31][N:32]([C:34]2([C:37](=N)OCC)[CH2:36][CH2:35]2)[CH:33]=1.C(N(CC)CC)C. The catalyst is C(O)C. The product is [Cl:28][C:29]1[CH:30]=[N:31][N:32]([C:34]2([C:37]3[NH:10][C:9]4=[N:8][C:7]([N:11]5[CH2:16][CH2:15][CH2:14][C@@H:13]([C:17]([N:19]6[CH2:23][CH2:22][CH2:21][CH2:20]6)=[O:18])[CH2:12]5)=[CH:6][CH:5]=[C:4]4[N:3]=3)[CH2:36][CH2:35]2)[CH:33]=1. The yield is 0.940. (2) The reactants are [C:1]([O:5][C:6]([N:8]1[CH2:14][CH2:13][CH2:12][N:11]([C:15]2[CH:16]=[N:17][C:18]([N+:21]([O-])=O)=[CH:19][CH:20]=2)[CH2:10][CH2:9]1)=[O:7])([CH3:4])([CH3:3])[CH3:2].[H][H]. The catalyst is [Pd]. The product is [C:1]([O:5][C:6]([N:8]1[CH2:14][CH2:13][CH2:12][N:11]([C:15]2[CH:16]=[N:17][C:18]([NH2:21])=[CH:19][CH:20]=2)[CH2:10][CH2:9]1)=[O:7])([CH3:4])([CH3:2])[CH3:3]. The yield is 0.980. (3) The reactants are C(N(CC)CC)C.[CH:8](=[O:15])[C:9]1[CH:14]=[CH:13][CH:12]=[CH:11][CH:10]=1.[O:16]1[CH2:21][CH2:20][O:19][C:18]2[CH:22]=[C:23]([C:26](=[O:32])[CH2:27][CH2:28]N(C)C)[CH:24]=[CH:25][C:17]1=2. The catalyst is O1CCOCC1.[Br-].C([N+]1C(C)=C(CCO)SC=1)C. The product is [O:16]1[CH2:21][CH2:20][O:19][C:18]2[CH:22]=[C:23]([C:26](=[O:32])[CH2:27][CH2:28][C:8]([C:9]3[CH:14]=[CH:13][CH:12]=[CH:11][CH:10]=3)=[O:15])[CH:24]=[CH:25][C:17]1=2. The yield is 0.120. (4) The reactants are [H-].[Na+].CS(O[C@@H:8]([CH2:28][O:29][Si:30]([C:33]([CH3:36])([CH3:35])[CH3:34])([CH3:32])[CH3:31])[C@H:9]([NH:20][C:21]([O:23][C:24]([CH3:27])([CH3:26])[CH3:25])=[O:22])[C:10]1[CH:15]=[CH:14][C:13]([C:16]([F:19])([F:18])[F:17])=[CH:12][CH:11]=1)(=O)=O.CCOC(C)=O.CO. The catalyst is C1COCC1.CCCCCC. The product is [Si:30]([O:29][CH2:28][C@H:8]1[C@@H:9]([C:10]2[CH:15]=[CH:14][C:13]([C:16]([F:19])([F:18])[F:17])=[CH:12][CH:11]=2)[N:20]1[C:21]([O:23][C:24]([CH3:27])([CH3:26])[CH3:25])=[O:22])([C:33]([CH3:36])([CH3:35])[CH3:34])([CH3:32])[CH3:31]. The yield is 0.580.